Dataset: Retrosynthesis with 50K atom-mapped reactions and 10 reaction types from USPTO. Task: Predict the reactants needed to synthesize the given product. (1) Given the product Cc1c(-c2ccccc2)c(N2CC[C@H](N(C)C)C2)c2oc(N3CC(O)C3)nc2c1C#N, predict the reactants needed to synthesize it. The reactants are: CN(C)[C@H]1CCNC1.Cc1c(-c2ccccc2)c(F)c2oc(N3CC(O)C3)nc2c1C#N. (2) Given the product Nc1cc(-c2nc(-c3ccc(OC(F)(F)F)cc3)no2)n[nH]1, predict the reactants needed to synthesize it. The reactants are: O=[N+]([O-])c1cc(-c2nc(-c3ccc(OC(F)(F)F)cc3)no2)n[nH]1. (3) Given the product O=C(O)c1cc(Br)cc2c1cnn2C1CCCC1, predict the reactants needed to synthesize it. The reactants are: COC(=O)c1cc(Br)cc2c1cnn2C1CCCC1. (4) Given the product CCCC(=O)C(CC)Sc1cc(C)oc1C, predict the reactants needed to synthesize it. The reactants are: CCCC(=O)C(Cl)CC.Cc1cc(S)c(C)o1. (5) Given the product CC1(CNc2cnc(Cl)nc2C(N)=O)COC1, predict the reactants needed to synthesize it. The reactants are: CCOC(=O)c1nc(Cl)ncc1NCC1(C)COC1.N. (6) Given the product O=C1NCCN1c1ccc(C(F)(F)F)cc1, predict the reactants needed to synthesize it. The reactants are: O=C(NCCCl)Nc1ccc(C(F)(F)F)cc1. (7) Given the product CCN(c1ncnc2c(OC)c(OC)ccc12)[C@@H]1CCOC1, predict the reactants needed to synthesize it. The reactants are: CCI.COc1ccc2c(N[C@@H]3CCOC3)ncnc2c1OC.